This data is from Peptide-MHC class I binding affinity with 185,985 pairs from IEDB/IMGT. The task is: Regression. Given a peptide amino acid sequence and an MHC pseudo amino acid sequence, predict their binding affinity value. This is MHC class I binding data. (1) The peptide sequence is RLASYGLYY. The MHC is HLA-B46:01 with pseudo-sequence HLA-B46:01. The binding affinity (normalized) is 0.0847. (2) The peptide sequence is SSMNSDAAY. The MHC is HLA-A01:01 with pseudo-sequence HLA-A01:01. The binding affinity (normalized) is 0.524. (3) The peptide sequence is NTTGKLIWK. The MHC is HLA-A03:01 with pseudo-sequence HLA-A03:01. The binding affinity (normalized) is 0.0653.